This data is from Retrosynthesis with 50K atom-mapped reactions and 10 reaction types from USPTO. The task is: Predict the reactants needed to synthesize the given product. (1) The reactants are: CC(C)(C)OC(=O)NN1CCN(S(=O)(=O)c2ccc3cc(Cl)ccc3c2)CC1=O. Given the product NN1CCN(S(=O)(=O)c2ccc3cc(Cl)ccc3c2)CC1=O, predict the reactants needed to synthesize it. (2) Given the product CC(C)(C)NC(=O)C1(c2cccc(Oc3ccc([N+](=O)[O-])cc3Cl)c2)CC1, predict the reactants needed to synthesize it. The reactants are: CC(C)(C)NC(=O)C1(c2cccc(O)c2)CC1.O=[N+]([O-])c1ccc(F)c(Cl)c1.